This data is from Reaction yield outcomes from USPTO patents with 853,638 reactions. The task is: Predict the reaction yield, written as a fraction of the theoretical maximum amount of product (1.0 means a 100% yield; for example, 0.34 means a 34% yield). The reactants are [CH3:1][O:2][C:3]1[CH:4]=[C:5]2[C:10](=O)[O:9][C:7](=[O:8])[C:6]2=[CH:12][CH:13]=1.C([NH2:16])=O. No catalyst specified. The product is [CH3:1][O:2][C:3]1[CH:4]=[C:5]2[C:10](=[O:9])[NH:16][C:7](=[O:8])[C:6]2=[CH:12][CH:13]=1. The yield is 0.770.